Predict the reactants needed to synthesize the given product. From a dataset of Full USPTO retrosynthesis dataset with 1.9M reactions from patents (1976-2016). Given the product [Br:26][C:23]1[CH:24]=[CH:25][C:20]([N:19]2[C:17](=[O:18])[C:16]3[C:15](=[CH:30][CH:29]=[CH:28][CH:27]=3)[N:14]=[C:5]2[C:4]2[CH:7]=[CH:8][C:9]([O:10][CH2:11][CH2:12][OH:13])=[C:2]([CH3:1])[CH:3]=2)=[CH:21][CH:22]=1, predict the reactants needed to synthesize it. The reactants are: [CH3:1][C:2]1[CH:3]=[C:4]([CH:7]=[CH:8][C:9]=1[O:10][CH2:11][CH2:12][OH:13])[CH:5]=O.[NH2:14][C:15]1[CH:30]=[CH:29][CH:28]=[CH:27][C:16]=1[C:17]([NH:19][C:20]1[CH:25]=[CH:24][C:23]([Br:26])=[CH:22][CH:21]=1)=[O:18].